From a dataset of NCI-60 drug combinations with 297,098 pairs across 59 cell lines. Regression. Given two drug SMILES strings and cell line genomic features, predict the synergy score measuring deviation from expected non-interaction effect. (1) Synergy scores: CSS=45.5, Synergy_ZIP=29.8, Synergy_Bliss=29.6, Synergy_Loewe=24.3, Synergy_HSA=26.1. Cell line: HT29. Drug 2: CC1C(C(=O)NC(C(=O)N2CCCC2C(=O)N(CC(=O)N(C(C(=O)O1)C(C)C)C)C)C(C)C)NC(=O)C3=C4C(=C(C=C3)C)OC5=C(C(=O)C(=C(C5=N4)C(=O)NC6C(OC(=O)C(N(C(=O)CN(C(=O)C7CCCN7C(=O)C(NC6=O)C(C)C)C)C)C(C)C)C)N)C. Drug 1: CS(=O)(=O)C1=CC(=C(C=C1)C(=O)NC2=CC(=C(C=C2)Cl)C3=CC=CC=N3)Cl. (2) Drug 1: C1CC(C1)(C(=O)O)C(=O)O.[NH2-].[NH2-].[Pt+2]. Drug 2: C1CNP(=O)(OC1)N(CCCl)CCCl. Cell line: HOP-62. Synergy scores: CSS=9.52, Synergy_ZIP=5.85, Synergy_Bliss=11.3, Synergy_Loewe=-4.48, Synergy_HSA=2.64. (3) Drug 1: CC1=C(C=C(C=C1)NC2=NC=CC(=N2)N(C)C3=CC4=NN(C(=C4C=C3)C)C)S(=O)(=O)N.Cl. Drug 2: CN(C(=O)NC(C=O)C(C(C(CO)O)O)O)N=O. Cell line: KM12. Synergy scores: CSS=2.27, Synergy_ZIP=-1.10, Synergy_Bliss=-0.0511, Synergy_Loewe=-2.92, Synergy_HSA=-0.509. (4) Drug 1: C1=CC(=CC=C1CCC2=CNC3=C2C(=O)NC(=N3)N)C(=O)NC(CCC(=O)O)C(=O)O. Drug 2: C1CC(=O)NC(=O)C1N2C(=O)C3=CC=CC=C3C2=O. Cell line: COLO 205. Synergy scores: CSS=47.1, Synergy_ZIP=2.54, Synergy_Bliss=1.45, Synergy_Loewe=-18.2, Synergy_HSA=1.97. (5) Drug 1: C1CC(=O)NC(=O)C1N2CC3=C(C2=O)C=CC=C3N. Drug 2: CC1=CC=C(C=C1)C2=CC(=NN2C3=CC=C(C=C3)S(=O)(=O)N)C(F)(F)F. Cell line: SNB-75. Synergy scores: CSS=1.97, Synergy_ZIP=-1.90, Synergy_Bliss=-2.90, Synergy_Loewe=-0.518, Synergy_HSA=-2.73.